Dataset: Reaction yield outcomes from USPTO patents with 853,638 reactions. Task: Predict the reaction yield, written as a fraction of the theoretical maximum amount of product (1.0 means a 100% yield; for example, 0.34 means a 34% yield). (1) The reactants are [C:1]([O:5][C:6]([N:8]1[CH2:12][C:11](=[CH2:13])[CH2:10][CH:9]1[C:14]([OH:16])=[O:15])=[O:7])([CH3:4])(C)C.Cl.O1CCOC[CH2:19]1.CCN(C(C)C)C(C)C.C(OC(Cl)=O)[C:34]1[CH:39]=[CH:38]C=[CH:36][CH:35]=1. The catalyst is CO.O. The product is [CH3:19][O:16][C:14]([CH:9]1[CH2:10][C:11](=[CH2:13])[CH2:12][N:8]1[C:6]([O:5][CH2:1][C:4]1[CH:38]=[CH:39][CH:34]=[CH:35][CH:36]=1)=[O:7])=[O:15]. The yield is 0.560. (2) The reactants are [Cl:1][C:2]1[CH:3]=[C:4]2[C:8](=[CH:9][CH:10]=1)[NH:7][CH:6]=[C:5]2[C:11](=O)[C:12]([O:14]CC)=O.Cl.[CH3:19][NH:20][NH2:21].C(O)C. The catalyst is C(O)(=O)C. The product is [Cl:1][C:2]1[CH:10]=[CH:9][C:8]2[NH:7][C:12](=[O:14])[C:11]3=[N:21][N:20]([CH3:19])[CH:6]=[C:5]3[C:4]=2[CH:3]=1. The yield is 0.790. (3) The reactants are N[C:2]1[C:11]2[CH2:10][CH2:9][CH2:8][CH2:7][C:6]=2[N:5]=[CH:4][CH:3]=1.[Br:12]Br.N([O-])=O.[Na+].[OH-].[Na+]. The catalyst is Br.O. The product is [Br:12][C:2]1[C:11]2[CH2:10][CH2:9][CH2:8][CH2:7][C:6]=2[N:5]=[CH:4][CH:3]=1. The yield is 0.470. (4) The reactants are [C:1]([C:5]1[CH:10]=[C:9]([C:11]#[CH:12])[CH:8]=[C:7]([C:13]([CH3:16])([CH3:15])[CH3:14])[C:6]=1[O:17][CH3:18])([CH3:4])([CH3:3])[CH3:2].C(O[C:23]1[CH:28]=[CH:27][C:26](I)=[C:25]([CH3:30])[C:24]=1[F:31])(=O)C.C(N(CC)CC)C.O1CCCC1.[C:44]([O:47][CH2:48]C)(=[O:46])C. The catalyst is CCCCCC.[Cu]I.Cl[Pd](Cl)([P](C1C=CC=CC=1)(C1C=CC=CC=1)C1C=CC=CC=1)[P](C1C=CC=CC=1)(C1C=CC=CC=1)C1C=CC=CC=1. The product is [CH3:48][O:47][C:44](=[O:46])[CH2:30][C:25]1[CH:26]=[CH:27][C:28]([C:12]#[C:11][C:9]2[CH:10]=[C:5]([C:1]([CH3:4])([CH3:2])[CH3:3])[C:6]([O:17][CH3:18])=[C:7]([C:13]([CH3:16])([CH3:15])[CH3:14])[CH:8]=2)=[CH:23][C:24]=1[F:31]. The yield is 0.890. (5) The reactants are C1(C(=[N:14][C:15]2[CH:20]=[CH:19][C:18]([C@H:21]3[O:26][CH2:25][CH2:24][N:23]([C:27]([O:29][C:30]([CH3:33])([CH3:32])[CH3:31])=[O:28])[CH2:22]3)=[C:17]([F:34])[CH:16]=2)C2C=CC=CC=2)C=CC=CC=1.C([O-])(=O)C.[Na+].Cl.NO. The catalyst is CO. The product is [NH2:14][C:15]1[CH:20]=[CH:19][C:18]([C@H:21]2[O:26][CH2:25][CH2:24][N:23]([C:27]([O:29][C:30]([CH3:32])([CH3:31])[CH3:33])=[O:28])[CH2:22]2)=[C:17]([F:34])[CH:16]=1. The yield is 0.850. (6) The reactants are [Br:1][C:2]1[CH:3]=[C:4]2[C:9](=[CH:10][CH:11]=1)[O:8][C:7](=O)[CH2:6][C:5]2([CH3:14])[CH3:13].[C:15]1(C)C=CC=CC=1.[OH-].[Na+]. The catalyst is O1CCCC1.[CH3-].C[Al+]C.[CH-]1C=CC=C1.[CH-]1C=CC=C1.[Cl-].[Ti+3]. The product is [Br:1][C:2]1[CH:3]=[C:4]2[C:9](=[CH:10][CH:11]=1)[O:8][C:7](=[CH2:15])[CH2:6][C:5]2([CH3:14])[CH3:13]. The yield is 0.740. (7) The reactants are [C:1]1([CH:11]2[CH2:16][C:15](=[O:17])[CH2:14][C:13](=[O:18])[CH2:12]2)[C:10]2[C:5](=[CH:6][CH:7]=[CH:8][CH:9]=2)[CH:4]=[CH:3][CH:2]=1.[C:19](#[N:23])[CH2:20][C:21]#[N:22].[CH:24](=O)[CH3:25].CN1CCOCC1. The catalyst is C(O)C. The product is [NH2:22][C:21]1[O:18][C:13]2[CH2:12][CH:11]([C:1]3[C:10]4[C:5](=[CH:6][CH:7]=[CH:8][CH:9]=4)[CH:4]=[CH:3][CH:2]=3)[CH2:16][C:15](=[O:17])[C:14]=2[CH:24]([CH3:25])[C:20]=1[C:19]#[N:23]. The yield is 0.900. (8) The reactants are [N:1]1[CH:6]=[CH:5][CH:4]=[CH:3][C:2]=1[N:7]1[CH2:12][CH2:11][NH:10][CH2:9][CH2:8]1.C=O.[F:15][C:16]1[CH:24]=[CH:23][C:19]([C:20]([NH2:22])=[O:21])=[CH:18][C:17]=1[CH3:25].[C:26](=O)([O-])[O-].[K+].[K+]. The product is [F:15][C:16]1[CH:24]=[CH:23][C:19]([C:20]([NH:22][CH2:26][N:10]2[CH2:9][CH2:8][N:7]([C:2]3[CH:3]=[CH:4][CH:5]=[CH:6][N:1]=3)[CH2:12][CH2:11]2)=[O:21])=[CH:18][C:17]=1[CH3:25]. The yield is 0.510. The catalyst is C(O)C. (9) The yield is 0.640. The catalyst is C(O)C. The reactants are [F:1][C:2]1[CH:3]=[C:4]([CH:11]=O)[C:5](=[CH:8][C:9]=1[F:10])[CH:6]=O.[C:13]1(=[O:20])[CH2:18][CH2:17][C:16](=[O:19])[CH2:15][CH2:14]1.[OH-].[Na+]. The product is [F:1][C:2]1[C:9]([F:10])=[CH:8][C:5]2[C:4](=[CH:11][C:18]3[C:13](=[O:20])[C:14]4[C:15]([C:16](=[O:19])[C:17]=3[CH:6]=2)=[CH:11][C:4]2[C:5](=[CH:8][C:9]([F:10])=[C:2]([F:1])[CH:3]=2)[CH:6]=4)[CH:3]=1.